This data is from Reaction yield outcomes from USPTO patents with 853,638 reactions. The task is: Predict the reaction yield, written as a fraction of the theoretical maximum amount of product (1.0 means a 100% yield; for example, 0.34 means a 34% yield). (1) The reactants are [CH3:1][O:2][C:3]1[C:8]([O:9][CH3:10])=[CH:7][CH:6]=[CH:5][C:4]=1[CH:11]([CH:13]1[CH2:18][CH2:17][N:16]([CH2:19][CH2:20][C:21]2[CH:26]=[CH:25][C:24]([F:27])=[CH:23][CH:22]=2)[CH2:15][CH2:14]1)[OH:12].CCOC(C)=O. The catalyst is C(OC)(C)(C)C.P([O-])([O-])([O-])=O. The product is [CH3:1][O:2][C:3]1[C:8]([O:9][CH3:10])=[CH:7][CH:6]=[CH:5][C:4]=1[C@@H:11]([CH:13]1[CH2:14][CH2:15][N:16]([CH2:19][CH2:20][C:21]2[CH:26]=[CH:25][C:24]([F:27])=[CH:23][CH:22]=2)[CH2:17][CH2:18]1)[OH:12]. The yield is 0.520. (2) The reactants are [Br:1][C:2]1[CH:9]=[CH:8][C:7]([CH2:10]Cl)=[CH:6][C:3]=1[C:4]#[N:5].[C-:12]#[N:13].[Na+]. The catalyst is CS(C)=O.C([O-])(O)=O.[Na+]. The product is [Br:1][C:2]1[CH:9]=[CH:8][C:7]([CH2:10][C:12]#[N:13])=[CH:6][C:3]=1[C:4]#[N:5]. The yield is 0.720. (3) The reactants are [CH2:1]([O:8][N:9]([C:12]1[N:17]=[C:16]([NH:18][CH2:19][CH2:20][CH3:21])[N:15]=[C:14]([NH:22][CH2:23][CH2:24][CH3:25])[N:13]=1)[CH2:10]C)[C:2]1[CH:7]=[CH:6][CH:5]=[CH:4][CH:3]=1.[OH:26][S:27]([OH:30])(=[O:29])=[O:28]. No catalyst specified. The product is [S:27]([OH:30])([OH:29])(=[O:28])=[O:26].[CH2:1]([O:8][N:9]([C:12]1[N:13]=[C:14]([NH:22][CH2:23][CH2:24][CH3:25])[N:15]=[C:16]([NH:18][CH2:19][CH2:20][CH3:21])[N:17]=1)[CH3:10])[C:2]1[CH:7]=[CH:6][CH:5]=[CH:4][CH:3]=1. The yield is 1.00. (4) The reactants are Br[C:2]1[C:3]([NH:9][CH2:10][C:11]([O:13]CC)=O)=[N:4][CH:5]=[C:6]([Br:8])[N:7]=1.[CH3:16][O:17][C@H:18]1[CH2:23][CH2:22][C@H:21]([CH2:24][NH2:25])[CH2:20][CH2:19]1.C(N(C(C)C)CC)(C)C.O. The catalyst is CS(C)=O. The product is [Br:8][C:6]1[N:7]=[C:2]2[N:25]([CH2:24][C@H:21]3[CH2:22][CH2:23][C@H:18]([O:17][CH3:16])[CH2:19][CH2:20]3)[C:11](=[O:13])[CH2:10][NH:9][C:3]2=[N:4][CH:5]=1. The yield is 0.760. (5) The reactants are [F:1][C:2]1[CH:3]=[C:4]([NH:15][C:16]2[N:21]=[C:20]([NH:22][C:23]3[CH:24]=[C:25]([CH2:29][C:30]#[N:31])[CH:26]=[CH:27][CH:28]=3)[CH:19]=[CH:18][N:17]=2)[CH:5]=[CH:6][C:7]=1[N:8]1[CH2:13][CH2:12][N:11]([CH3:14])[CH2:10][CH2:9]1.CC(C)=O.[OH:36][S:37]([OH:40])(=[O:39])=[O:38]. The catalyst is C(O)C. The product is [S:37]([OH:40])([OH:39])(=[O:38])=[O:36].[F:1][C:2]1[CH:3]=[C:4]([NH:15][C:16]2[N:21]=[C:20]([NH:22][C:23]3[CH:24]=[C:25]([CH2:29][C:30]#[N:31])[CH:26]=[CH:27][CH:28]=3)[CH:19]=[CH:18][N:17]=2)[CH:5]=[CH:6][C:7]=1[N:8]1[CH2:13][CH2:12][N:11]([CH3:14])[CH2:10][CH2:9]1. The yield is 0.680. (6) The reactants are [CH3:1][CH:2]([C:4]1[CH:11]=[C:10]([OH:12])[C:8](=[O:9])[CH:7]=[CH:6][CH:5]=1)[CH3:3].[N:13]1[CH:18]=[CH:17][CH:16]=[N:15][C:14]=1[N:19]1[CH2:24][CH2:23][NH:22][CH2:21][CH2:20]1.[C:25](O)(=O)C.C=O. The catalyst is CO. The product is [OH:12][C:10]1[C:8](=[O:9])[C:7]([CH2:25][N:22]2[CH2:23][CH2:24][N:19]([C:14]3[N:15]=[CH:16][CH:17]=[CH:18][N:13]=3)[CH2:20][CH2:21]2)=[CH:6][CH:5]=[C:4]([CH:2]([CH3:1])[CH3:3])[CH:11]=1. The yield is 0.530.